This data is from Forward reaction prediction with 1.9M reactions from USPTO patents (1976-2016). The task is: Predict the product of the given reaction. (1) Given the reactants [C:1]([O:12][CH3:13])(=[O:11])[C:2]1[CH:10]=[CH:9][C:7]([OH:8])=[C:4]([O:5][CH3:6])[CH:3]=1.[N:14]1[CH:19]=[CH:18][C:17]([CH2:20]O)=[CH:16][CH:15]=1.C1(P(C2C=CC=CC=2)C2C=CC=CC=2)C=CC=CC=1.N(C(OCC)=O)=NC(OCC)=O, predict the reaction product. The product is: [CH3:13][O:12][C:1](=[O:11])[C:2]1[CH:10]=[CH:9][C:7]([O:8][CH2:20][C:17]2[CH:18]=[CH:19][N:14]=[CH:15][CH:16]=2)=[C:4]([O:5][CH3:6])[CH:3]=1. (2) Given the reactants Br[C:2]1[C:8]([C:9]([F:12])([F:11])[F:10])=[CH:7][C:5]([NH2:6])=[CH:4][C:3]=1[Cl:13].[CH3:14][C:15]1([NH:18][S:19]([C:22]2[CH:27]=[CH:26][C:25](B(O)O)=[CH:24][CH:23]=2)(=[O:21])=[O:20])[CH2:17][CH2:16]1.C([O-])([O-])=O.[Na+].[Na+], predict the reaction product. The product is: [NH2:6][C:5]1[CH:7]=[C:8]([C:9]([F:12])([F:11])[F:10])[C:2]([C:25]2[CH:26]=[CH:27][C:22]([S:19]([NH:18][C:15]3([CH3:14])[CH2:17][CH2:16]3)(=[O:21])=[O:20])=[CH:23][CH:24]=2)=[C:3]([Cl:13])[CH:4]=1. (3) Given the reactants [F:1][CH:2]([F:29])[O:3][C:4]1[CH:9]=[CH:8][C:7]([C:10]2[O:11][CH:12]=[C:13]([CH2:15][CH2:16][C:17]([C:19]3[CH:24]=[CH:23][CH:22]=[CH:21][C:20]=3[O:25][CH2:26][CH3:27])=[O:18])[N:14]=2)=[CH:6][C:5]=1[OH:28].[CH2:30]1[CH2:40]CN2C(=NCCC2)[CH2:32][CH2:31]1.BrCCC=C.O, predict the reaction product. The product is: [CH2:32]([O:28][C:5]1[CH:6]=[C:7]([C:10]2[O:11][CH:12]=[C:13]([CH2:15][CH2:16][C:17]([C:19]3[CH:24]=[CH:23][CH:22]=[CH:21][C:20]=3[O:25][CH2:26][CH3:27])=[O:18])[N:14]=2)[CH:8]=[CH:9][C:4]=1[O:3][CH:2]([F:1])[F:29])[CH2:31][CH:30]=[CH2:40]. (4) Given the reactants [CH3:1][N:2]1[C:6]([C:7](=[O:24])[NH:8][C:9]2[CH:10]=[CH:11][C:12]3[N:13]([N:15]=[C:16]([C:18]4[CH:23]=[CH:22][CH:21]=[CH:20][CH:19]=4)[N:17]=3)[CH:14]=2)=[C:5]([C:25]([OH:27])=O)[CH:4]=[N:3]1.[NH:28]1[CH2:32][CH2:31][CH2:30][CH2:29]1.CCCP(=O)=O.C(OCC)(=O)C.C(N(CC)C(C)C)(C)C, predict the reaction product. The product is: [C:18]1([C:16]2[N:17]=[C:12]3[CH:11]=[CH:10][C:9]([NH:8][C:7]([C:6]4[N:2]([CH3:1])[N:3]=[CH:4][C:5]=4[C:25]([N:28]4[CH2:32][CH2:31][CH2:30][CH2:29]4)=[O:27])=[O:24])=[CH:14][N:13]3[N:15]=2)[CH:23]=[CH:22][CH:21]=[CH:20][CH:19]=1. (5) Given the reactants [CH2:1]([N:8]([CH2:21][CH2:22][CH2:23][CH2:24][CH2:25][CH3:26])[C:9](=[O:20])[CH2:10][C:11]1[CH:16]=[CH:15][C:14]([OH:17])=[C:13]([O:18][CH3:19])[CH:12]=1)[C:2]1[CH:7]=[CH:6][CH:5]=[CH:4][CH:3]=1.[CH3:27][O:28][C:29](=[O:38])[C:30]1[CH:35]=[CH:34][CH:33]=[CH:32][C:31]=1[CH2:36]Br.C(=O)([O-])[O-].[K+].[K+], predict the reaction product. The product is: [CH2:1]([N:8]([CH2:21][CH2:22][CH2:23][CH2:24][CH2:25][CH3:26])[C:9](=[O:20])[CH2:10][C:11]1[CH:16]=[CH:15][C:14]([O:17][CH2:36][C:31]2[CH:32]=[CH:33][CH:34]=[CH:35][C:30]=2[C:29]([O:28][CH3:27])=[O:38])=[C:13]([O:18][CH3:19])[CH:12]=1)[C:2]1[CH:7]=[CH:6][CH:5]=[CH:4][CH:3]=1.